From a dataset of NCI-60 drug combinations with 297,098 pairs across 59 cell lines. Regression. Given two drug SMILES strings and cell line genomic features, predict the synergy score measuring deviation from expected non-interaction effect. (1) Drug 1: C#CCC(CC1=CN=C2C(=N1)C(=NC(=N2)N)N)C3=CC=C(C=C3)C(=O)NC(CCC(=O)O)C(=O)O. Drug 2: CC(C)CN1C=NC2=C1C3=CC=CC=C3N=C2N. Cell line: CAKI-1. Synergy scores: CSS=-6.52, Synergy_ZIP=2.72, Synergy_Bliss=-1.65, Synergy_Loewe=-6.25, Synergy_HSA=-6.50. (2) Cell line: NCIH23. Drug 2: CC1CCC2CC(C(=CC=CC=CC(CC(C(=O)C(C(C(=CC(C(=O)CC(OC(=O)C3CCCCN3C(=O)C(=O)C1(O2)O)C(C)CC4CCC(C(C4)OC)OP(=O)(C)C)C)C)O)OC)C)C)C)OC. Drug 1: B(C(CC(C)C)NC(=O)C(CC1=CC=CC=C1)NC(=O)C2=NC=CN=C2)(O)O. Synergy scores: CSS=58.3, Synergy_ZIP=-0.0955, Synergy_Bliss=0.751, Synergy_Loewe=0.00765, Synergy_HSA=2.59. (3) Drug 1: CN(C)C1=NC(=NC(=N1)N(C)C)N(C)C. Drug 2: C(=O)(N)NO. Cell line: UO-31. Synergy scores: CSS=-3.77, Synergy_ZIP=-0.206, Synergy_Bliss=-4.23, Synergy_Loewe=-6.49, Synergy_HSA=-5.84. (4) Drug 1: C1CN1P(=S)(N2CC2)N3CC3. Drug 2: CC1CCC2CC(C(=CC=CC=CC(CC(C(=O)C(C(C(=CC(C(=O)CC(OC(=O)C3CCCCN3C(=O)C(=O)C1(O2)O)C(C)CC4CCC(C(C4)OC)O)C)C)O)OC)C)C)C)OC. Cell line: HOP-62. Synergy scores: CSS=27.0, Synergy_ZIP=-5.30, Synergy_Bliss=7.80, Synergy_Loewe=-13.7, Synergy_HSA=3.73. (5) Drug 1: CC12CCC(CC1=CCC3C2CCC4(C3CC=C4C5=CN=CC=C5)C)O. Drug 2: CN(C)N=NC1=C(NC=N1)C(=O)N. Cell line: MOLT-4. Synergy scores: CSS=16.2, Synergy_ZIP=1.28, Synergy_Bliss=4.01, Synergy_Loewe=4.38, Synergy_HSA=4.46. (6) Synergy scores: CSS=34.7, Synergy_ZIP=6.89, Synergy_Bliss=6.48, Synergy_Loewe=6.51, Synergy_HSA=9.45. Cell line: SF-539. Drug 2: CC1OCC2C(O1)C(C(C(O2)OC3C4COC(=O)C4C(C5=CC6=C(C=C35)OCO6)C7=CC(=C(C(=C7)OC)O)OC)O)O. Drug 1: CC(CN1CC(=O)NC(=O)C1)N2CC(=O)NC(=O)C2. (7) Drug 1: C1CCN(CC1)CCOC2=CC=C(C=C2)C(=O)C3=C(SC4=C3C=CC(=C4)O)C5=CC=C(C=C5)O. Drug 2: CC1=C2C(C(=O)C3(C(CC4C(C3C(C(C2(C)C)(CC1OC(=O)C(C(C5=CC=CC=C5)NC(=O)OC(C)(C)C)O)O)OC(=O)C6=CC=CC=C6)(CO4)OC(=O)C)O)C)O. Cell line: SR. Synergy scores: CSS=77.7, Synergy_ZIP=22.1, Synergy_Bliss=19.4, Synergy_Loewe=-31.4, Synergy_HSA=17.5.